Task: Predict the reaction yield, written as a fraction of the theoretical maximum amount of product (1.0 means a 100% yield; for example, 0.34 means a 34% yield).. Dataset: Reaction yield outcomes from USPTO patents with 853,638 reactions (1) The catalyst is C(Cl)Cl. The yield is 0.510. The reactants are [CH2:1]([N:8]([CH2:12][Si](C)(C)C)[CH2:9]OC)[C:2]1[CH:7]=[CH:6][CH:5]=[CH:4][CH:3]=1.[F:17][C:18]1[CH:23]=[CH:22][CH:21]=[C:20](/[CH:24]=[CH:25]/[N+:26]([O-:28])=[O:27])[CH:19]=1.C(O)(C(F)(F)F)=O. The product is [CH2:1]([N:8]1[CH2:12][C@@H:25]([N+:26]([O-:28])=[O:27])[C@H:24]([C:20]2[CH:21]=[CH:22][CH:23]=[C:18]([F:17])[CH:19]=2)[CH2:9]1)[C:2]1[CH:7]=[CH:6][CH:5]=[CH:4][CH:3]=1. (2) The reactants are IC1C=CC(C)=C2C=1C(=O)NC2.NC1C=CC=C2C=1C(=O)NC2.C1(C)C=CC=CC=1P(C1C=CC=CC=1C)C1C=CC=CC=1C.C(N(CC)CC)C.C[C:54]1[CH:62]=[CH:61][C:60]([C:63]2[N:64]([C:79]([O:81][C:82]([CH3:85])([CH3:84])[CH3:83])=[O:80])[C:65]3[C:70]([CH:71]=2)=[CH:69][C:68]([CH2:72][N:73]2[CH2:78][CH2:77][CH2:76][CH2:75][CH2:74]2)=[CH:67][CH:66]=3)=[C:59]2[C:55]=1[CH2:56][NH:57][C:58]2=[O:86]. The catalyst is C(#N)C.C([O-])(=O)C.[Pd+2].C([O-])(=O)C. The product is [C:82]([O:81][C:79]([N:64]1[C:65]2[C:70](=[CH:69][C:68]([CH2:72][N:73]3[CH2:74][CH2:75][CH2:76][CH2:77][CH2:78]3)=[CH:67][CH:66]=2)[CH:71]=[C:63]1[C:60]1[CH:61]=[CH:62][CH:54]=[C:55]2[C:59]=1[C:58](=[O:86])[NH:57][CH2:56]2)=[O:80])([CH3:85])([CH3:83])[CH3:84]. The yield is 0.560. (3) The reactants are [Cl:1][C:2]1[N:7]=[C:6]([CH2:8][C:9]([C:11]2[CH:12]=[CH:13][C:14]([F:29])=[C:15]([NH:17][S:18]([C:21]3[CH:26]=[C:25]([F:27])[CH:24]=[CH:23][C:22]=3[F:28])(=[O:20])=[O:19])[CH:16]=2)=O)[CH:5]=[CH:4][N:3]=1.C1C(=O)N(Br)C(=O)C1.[O:38]1[CH2:43][CH2:42][CH:41]([C:44](=[S:46])[NH2:45])[CH2:40][CH2:39]1.O. The catalyst is CC(N(C)C)=O. The product is [Cl:1][C:2]1[N:7]=[C:6]([C:8]2[S:46][C:44]([CH:41]3[CH2:42][CH2:43][O:38][CH2:39][CH2:40]3)=[N:45][C:9]=2[C:11]2[CH:12]=[CH:13][C:14]([F:29])=[C:15]([NH:17][S:18]([C:21]3[CH:26]=[C:25]([F:27])[CH:24]=[CH:23][C:22]=3[F:28])(=[O:20])=[O:19])[CH:16]=2)[CH:5]=[CH:4][N:3]=1. The yield is 0.585. (4) The reactants are [CH3:1][O:2][C:3]1[CH:4]=[C:5]2[C:10](=[CH:11][C:12]=1[O:13][CH3:14])[N:9]=[CH:8][CH:7]=[C:6]2[O:15][C:16]1[CH:22]=[CH:21][C:19]([NH2:20])=[CH:18][CH:17]=1.C1(C)C=CC=CC=1.C(N(CC)CC)C.ClC(Cl)(O[C:41](=[O:47])[O:42][C:43](Cl)(Cl)Cl)Cl.[F:49][C:50]1[CH:51]=[C:52]([CH:58]=[CH:59][CH:60]=1)[O:53][CH2:54][CH2:55]CO. The catalyst is C(Cl)Cl. The product is [CH3:1][O:2][C:3]1[CH:4]=[C:5]2[C:10](=[CH:11][C:12]=1[O:13][CH3:14])[N:9]=[CH:8][CH:7]=[C:6]2[O:15][C:16]1[CH:22]=[CH:21][C:19]([NH:20][C:41](=[O:47])[O:42][CH2:43][CH2:55][CH2:54][O:53][C:52]2[CH:58]=[CH:59][CH:60]=[C:50]([F:49])[CH:51]=2)=[CH:18][CH:17]=1. The yield is 0.690. (5) The reactants are [CH2:1]([C:9]1[CH:24]=[CH:23][C:12]([CH:13]=[N:14][NH:15][C:16]([O:18][C:19]([CH3:22])([CH3:21])[CH3:20])=[O:17])=[CH:11][CH:10]=1)[CH2:2][CH2:3][CH2:4][CH2:5][CH2:6][CH2:7][CH3:8].CC(O)=O. The product is [CH2:1]([C:9]1[CH:24]=[CH:23][C:12]([CH2:13][NH:14][NH:15][C:16]([O:18][C:19]([CH3:22])([CH3:21])[CH3:20])=[O:17])=[CH:11][CH:10]=1)[CH2:2][CH2:3][CH2:4][CH2:5][CH2:6][CH2:7][CH3:8]. The yield is 0.160. The catalyst is C1COCC1.CCOCC. (6) The reactants are [F:1][C:2]1[CH:7]=[CH:6][C:5]([O:8][C:9]2[CH:14]=[CH:13][C:12]([N+:15]([O-])=O)=[CH:11][CH:10]=2)=[CH:4][C:3]=1[C:18]([F:21])([F:20])[F:19]. The catalyst is CO.[Pd]. The product is [F:1][C:2]1[CH:7]=[CH:6][C:5]([O:8][C:9]2[CH:10]=[CH:11][C:12]([NH2:15])=[CH:13][CH:14]=2)=[CH:4][C:3]=1[C:18]([F:19])([F:20])[F:21]. The yield is 0.950. (7) The reactants are [Br:1][C:2]1[CH:7]=[CH:6][CH:5]=[CH:4][C:3]=1I.[F:9][C:10]([F:21])([F:20])[C:11]1[CH:16]=[CH:15][C:14](B(O)O)=[CH:13][CH:12]=1.C(=O)([O-])[O-].[Na+].[Na+]. The yield is 0.670. The catalyst is C1C=CC([P]([Pd]([P](C2C=CC=CC=2)(C2C=CC=CC=2)C2C=CC=CC=2)([P](C2C=CC=CC=2)(C2C=CC=CC=2)C2C=CC=CC=2)[P](C2C=CC=CC=2)(C2C=CC=CC=2)C2C=CC=CC=2)(C2C=CC=CC=2)C2C=CC=CC=2)=CC=1. The product is [Br:1][C:2]1[CH:7]=[CH:6][CH:5]=[CH:4][C:3]=1[C:14]1[CH:15]=[CH:16][C:11]([C:10]([F:21])([F:20])[F:9])=[CH:12][CH:13]=1.